This data is from Forward reaction prediction with 1.9M reactions from USPTO patents (1976-2016). The task is: Predict the product of the given reaction. (1) The product is: [CH:41]([C:39]1[CH:38]=[CH:37][C:36]([O:44][CH3:45])=[C:35]([C:26]2[CH:27]=[CH:28][C:29]([C:31]([F:34])([F:32])[F:33])=[CH:30][C:25]=2[CH2:24][N:20]2[CH2:21][CH:17]([C:11]3[CH:12]=[CH:13][CH:14]=[CH:15][CH:16]=3)[CH2:18][C:19]2=[O:22])[CH:40]=1)([CH3:43])[CH3:42]. Given the reactants C[Si]([N-][Si](C)(C)C)(C)C.[Na+].[C:11]1([CH:17]2[CH2:21][NH:20][C:19](=[O:22])[CH2:18]2)[CH:16]=[CH:15][CH:14]=[CH:13][CH:12]=1.Br[CH2:24][C:25]1[CH:30]=[C:29]([C:31]([F:34])([F:33])[F:32])[CH:28]=[CH:27][C:26]=1[C:35]1[CH:40]=[C:39]([CH:41]([CH3:43])[CH3:42])[CH:38]=[CH:37][C:36]=1[O:44][CH3:45], predict the reaction product. (2) Given the reactants Cl[CH2:2][C:3]([O:5][CH3:6])=[O:4], predict the reaction product. The product is: [C:3]([O:5][CH3:6])(=[O:4])[CH2:2][C:3]([O:5][CH3:6])=[O:4]. (3) Given the reactants [Br:1][C:2]1[N:3]=[N:4][CH:5]=[C:6](Br)[CH:7]=1.[CH2:9]([NH:11][C:12](=[O:32])[NH:13][C:14]1[S:15][C:16]2[C:22]([C:23]3[CH:28]=[CH:27][CH:26]=[CH:25][N:24]=3)=[CH:21][C:20](B(O)O)=[CH:19][C:17]=2[N:18]=1)[CH3:10].[O-]P([O-])([O-])=O.[K+].[K+].[K+], predict the reaction product. The product is: [Br:1][C:2]1[N:3]=[N:4][CH:5]=[C:6]([C:20]2[CH:21]=[C:22]([C:23]3[CH:28]=[CH:27][CH:26]=[CH:25][N:24]=3)[C:16]3[S:15][C:14]([NH:13][C:12]([NH:11][CH2:9][CH3:10])=[O:32])=[N:18][C:17]=3[CH:19]=2)[CH:7]=1. (4) Given the reactants [Br:1][C:2]1[CH:7]=[CH:6][C:5]([CH:8]([C:20]2[CH:25]=[CH:24][CH:23]=[CH:22][C:21]=2[CH3:26])[CH2:9][C:10]([C:12]2[CH:17]=[CH:16][N:15]=[C:14]([O:18][CH3:19])[CH:13]=2)=O)=[CH:4][CH:3]=1.Cl.[NH2:28][OH:29].C([O-])(O)=O.[Na+], predict the reaction product. The product is: [Br:1][C:2]1[CH:7]=[CH:6][C:5]([CH:8]([C:20]2[CH:25]=[CH:24][CH:23]=[CH:22][C:21]=2[CH3:26])[CH2:9][C:10]([C:12]2[CH:17]=[CH:16][N:15]=[C:14]([O:18][CH3:19])[CH:13]=2)=[N:28][OH:29])=[CH:4][CH:3]=1. (5) Given the reactants C1(N2[C:14]3[C:9](=[CH:10][CH:11]=[C:12]([C:15]4[N:19]([C:20]5C=CC(C(O)=O)=CC=5)N=CC=4)[CH:13]=3)C(CC)=N2)CCCC1.C1N=CN([C:36](N2C=NC=C2)=[O:37])C=1.Cl.CN[O:46]C.O, predict the reaction product. The product is: [CH3:36][O:37][N:19]([CH3:20])[C:15](=[O:46])[C:12]1[CH:11]=[CH:10][CH:9]=[CH:14][CH:13]=1. (6) Given the reactants [Cl:1][C:2]1[CH:3]=[CH:4][C:5]([NH:8][C:9]([C:11]2[O:12][C:13]3[CH:33]=[CH:32][C:31]([C:34]([OH:36])=O)=[CH:30][C:14]=3[C:15]=2[NH:16][C:17]([C@H:19]2[CH2:24][CH2:23][C@H:22]([C:25]([N:27]([CH3:29])[CH3:28])=[O:26])[CH2:21][CH2:20]2)=[O:18])=[O:10])=[N:6][CH:7]=1.Cl.[CH3:38][NH:39][CH3:40].ON1C2C=CC=CC=2N=N1.Cl.C(N=C=NCCCN(C)C)C.C(=O)([O-])O.[Na+], predict the reaction product. The product is: [Cl:1][C:2]1[CH:3]=[CH:4][C:5]([NH:8][C:9]([C:11]2[O:12][C:13]3[CH:33]=[CH:32][C:31]([C:34]([N:39]([CH3:40])[CH3:38])=[O:36])=[CH:30][C:14]=3[C:15]=2[NH:16][C:17]([C@H:19]2[CH2:24][CH2:23][C@H:22]([C:25]([N:27]([CH3:28])[CH3:29])=[O:26])[CH2:21][CH2:20]2)=[O:18])=[O:10])=[N:6][CH:7]=1. (7) Given the reactants C1(P(C2C=CC=CC=2)C2C=CC=CC=2)C=CC=CC=1.S(OS(C(F)(F)F)(=O)=O)(C(F)(F)F)(=O)=O.[F:35][C:36]1[CH:41]=[CH:40][C:39]([N+:42]([O-:44])=[O:43])=[CH:38][C:37]=1[C:45]([CH3:51])([CH2:48][CH2:49][OH:50])[CH2:46]O.C(=O)([O-])[O-].[K+].[K+], predict the reaction product. The product is: [F:35][C:36]1[CH:41]=[CH:40][C:39]([N+:42]([O-:44])=[O:43])=[CH:38][C:37]=1[C:45]1([CH3:51])[CH2:48][CH2:49][O:50][CH2:46]1. (8) Given the reactants Br[CH:2]1[C:7](=[O:8])[CH2:6][CH2:5][CH:4]([C:9]2[CH:10]=[C:11]([CH:14]=[C:15]([F:17])[CH:16]=2)[C:12]#[N:13])[CH2:3]1.[N-:18]=[N+:19]=[N-:20].[Na+], predict the reaction product. The product is: [N:18]([CH:2]1[C:7](=[O:8])[CH2:6][CH2:5][CH:4]([C:9]2[CH:10]=[C:11]([CH:14]=[C:15]([F:17])[CH:16]=2)[C:12]#[N:13])[CH2:3]1)=[N+:19]=[N-:20].